Dataset: Forward reaction prediction with 1.9M reactions from USPTO patents (1976-2016). Task: Predict the product of the given reaction. (1) Given the reactants C(OC(=O)[NH:7][CH2:8][C:9]1[S:10][CH:11]=[C:12]([C:14]2[CH:15]=[C:16]3[C:21](=[CH:22][CH:23]=2)[N:20]=[CH:19][N:18]=[C:17]3[NH:24][C:25]2[CH:30]=[CH:29][C:28]([O:31][C:32]3[CH:33]=[N:34][C:35]([CH3:38])=[CH:36][CH:37]=3)=[C:27]([CH3:39])[CH:26]=2)[N:13]=1)(C)(C)C.Cl.C(=O)([O-])[O-].[K+].[K+], predict the reaction product. The product is: [NH2:7][CH2:8][C:9]1[S:10][CH:11]=[C:12]([C:14]2[CH:15]=[C:16]3[C:21](=[CH:22][CH:23]=2)[N:20]=[CH:19][N:18]=[C:17]3[NH:24][C:25]2[CH:30]=[CH:29][C:28]([O:31][C:32]3[CH:33]=[N:34][C:35]([CH3:38])=[CH:36][CH:37]=3)=[C:27]([CH3:39])[CH:26]=2)[N:13]=1. (2) Given the reactants C(OC(=O)C)C.[ClH:7].C(OC([CH2:15][NH:16][CH2:17][C:18]([O:20][CH2:21][N:22]1[C:31]2[C:26](=[C:27]([F:36])[CH:28]=[CH:29][C:30]=2[O:32][CH2:33][CH2:34][CH3:35])[C:25](=[O:37])[C:24]([C:38]2[CH:43]=[CH:42][C:41]([O:44][CH3:45])=[CH:40][CH:39]=2)=[CH:23]1)=[O:19])=O)(C)(C)C, predict the reaction product. The product is: [ClH:7].[CH3:15][NH:16][CH2:17][C:18]([O:20][CH2:21][N:22]1[C:31]2[C:26](=[C:27]([F:36])[CH:28]=[CH:29][C:30]=2[O:32][CH2:33][CH2:34][CH3:35])[C:25](=[O:37])[C:24]([C:38]2[CH:43]=[CH:42][C:41]([O:44][CH3:45])=[CH:40][CH:39]=2)=[CH:23]1)=[O:19]. (3) Given the reactants [CH3:1][O:2][C:3]1[CH:4]=[C:5]([CH:11]=[CH:12][C:13]=1[O:14][CH2:15][CH:16]1[CH2:21][CH2:20][N:19]([C:22](OC(C)(C)C)=O)[CH2:18][CH2:17]1)[C:6]([O:8][CH2:9][CH3:10])=[O:7].C=O.Cl.CCOCC, predict the reaction product. The product is: [CH3:1][O:2][C:3]1[CH:4]=[C:5]([CH:11]=[CH:12][C:13]=1[O:14][CH2:15][CH:16]1[CH2:17][CH2:18][N:19]([CH3:22])[CH2:20][CH2:21]1)[C:6]([O:8][CH2:9][CH3:10])=[O:7]. (4) Given the reactants Cl[C:2]1[O:3][C:4]([C:7]2[CH:12]=[CH:11][C:10]([C:13]([F:16])([F:15])[F:14])=[CH:9][CH:8]=2)=[CH:5][N:6]=1.[NH2:17][C:18]1[CH:19]=[C:20]([NH:24][S:25]([CH3:28])(=[O:27])=[O:26])[CH:21]=[CH:22][CH:23]=1, predict the reaction product. The product is: [F:14][C:13]([F:16])([F:15])[C:10]1[CH:11]=[CH:12][C:7]([C:4]2[O:3][C:2]([NH:17][C:18]3[CH:19]=[C:20]([NH:24][S:25]([CH3:28])(=[O:27])=[O:26])[CH:21]=[CH:22][CH:23]=3)=[N:6][CH:5]=2)=[CH:8][CH:9]=1. (5) Given the reactants [C:1]1([C:7]([CH3:9])=[CH2:8])[CH:6]=[CH:5][CH:4]=[CH:3][CH:2]=1.[Br:10]N1C(=O)CCC1=O.BrC1C=CC=CC=1, predict the reaction product. The product is: [Br:10][CH2:8][C:7]([C:1]1[CH:6]=[CH:5][CH:4]=[CH:3][CH:2]=1)=[CH2:9]. (6) The product is: [CH3:1][C:2]1[N:3]=[C:4]([C:8]#[C:9][CH:10]=[C:11]2[CH2:12][CH2:13][N:14]([C:24]([NH:23][C:17]3[CH:22]=[CH:21][CH:20]=[CH:19][CH:18]=3)=[O:25])[CH2:15][CH2:16]2)[CH:5]=[CH:6][CH:7]=1. Given the reactants [CH3:1][C:2]1[CH:7]=[CH:6][CH:5]=[C:4]([C:8]#[C:9][CH:10]=[C:11]2[CH2:16][CH2:15][NH:14][CH2:13][CH2:12]2)[N:3]=1.[C:17]1([N:23]=[C:24]=[O:25])[CH:22]=[CH:21][CH:20]=[CH:19][CH:18]=1, predict the reaction product. (7) Given the reactants CS([O:5][CH:6]1[CH2:9][N:8]([CH:10]([C:17]2[CH:22]=[CH:21][CH:20]=[CH:19][CH:18]=2)[C:11]2[CH:16]=[CH:15][CH:14]=[CH:13][CH:12]=2)[CH2:7]1)(=O)=O.[S:23]1[CH:27]=[CH:26][CH:25]=[C:24]1[CH2:28][CH2:29]O, predict the reaction product. The product is: [CH:10]([N:8]1[CH2:9][CH:6]([O:5][CH2:29][CH2:28][C:24]2[S:23][CH:27]=[CH:26][CH:25]=2)[CH2:7]1)([C:11]1[CH:16]=[CH:15][CH:14]=[CH:13][CH:12]=1)[C:17]1[CH:18]=[CH:19][CH:20]=[CH:21][CH:22]=1. (8) The product is: [F:18][C:15]1[CH:16]=[CH:17][C:10]2[O:9][CH:8]([CH:6]3[CH2:4][O:5]3)[CH:13]=[CH:12][C:11]=2[CH:14]=1. Given the reactants BrCCl.[CH3:4][O:5][C:6]([CH:8]1[CH:13]=[CH:12][C:11]2[CH:14]=[C:15]([F:18])[CH:16]=[CH:17][C:10]=2[O:9]1)=O.[Li]CCCC.CCCCCC, predict the reaction product. (9) Given the reactants [F:1][C:2]1[CH:3]=[C:4]2[C:9](=[C:10]([O:13][CH3:14])[C:11]=1F)[N:8]([C:15]1[CH:20]=[CH:19][C:18]([CH2:21][N:22]3[CH2:27][CH2:26][CH2:25][CH2:24][CH2:23]3)=[CH:17][CH:16]=1)[CH:7]=[C:6]([C:28]([O:30]CC)=[O:29])[C:5]2=[O:33].FC1C=C2C(=C(OC)C=1F)N(C1C=CC(CN3CCCC3)=CC=1)C=C(C(OCC)=O)C2=O.[N:66]1([C:72]2[CH:79]=[CH:78][CH:77]=[CH:76][C:73]=2[C:74]#[N:75])[CH2:71][CH2:70][NH:69][CH2:68][CH2:67]1, predict the reaction product. The product is: [C:74]([C:73]1[CH:76]=[CH:77][CH:78]=[CH:79][C:72]=1[N:66]1[CH2:71][CH2:70][N:69]([C:11]2[C:10]([O:13][CH3:14])=[C:9]3[C:4]([C:5](=[O:33])[C:6]([C:28]([OH:30])=[O:29])=[CH:7][N:8]3[C:15]3[CH:20]=[CH:19][C:18]([CH2:21][N:22]4[CH2:23][CH2:24][CH2:25][CH2:26][CH2:27]4)=[CH:17][CH:16]=3)=[CH:3][C:2]=2[F:1])[CH2:68][CH2:67]1)#[N:75]. (10) Given the reactants [C:1]([C@@:3]12[CH2:20][CH2:19][C:18]3[CH:17]=[C:16]([O:21][CH3:22])[CH:15]=[CH:14][C:13]=3[C@H:12]1[C:11](=[O:23])[CH2:10][C@@:8]1([CH3:9])[C@H:4]2[CH2:5][CH2:6][C@@H:7]1[O:24][CH:25]1[CH2:30][CH2:29][CH2:28][CH2:27][O:26]1)#[N:2].C(=O)(O)[O-].[Na+], predict the reaction product. The product is: [C:1]([C@@:3]12[CH2:20][CH2:19][C:18]3[CH:17]=[C:16]([O:21][CH3:22])[CH:15]=[CH:14][C:13]=3[C@H:12]1[CH:11]([OH:23])[CH2:10][C@@:8]1([CH3:9])[C@H:4]2[CH2:5][CH2:6][C@@H:7]1[O:24][CH:25]1[CH2:30][CH2:29][CH2:28][CH2:27][O:26]1)#[N:2].